Dataset: Full USPTO retrosynthesis dataset with 1.9M reactions from patents (1976-2016). Task: Predict the reactants needed to synthesize the given product. (1) Given the product [Cl:1][C:2]1[CH:7]=[CH:6][C:5]([C:8]2([CH:12]([C:22]3[CH:27]=[CH:26][CH:25]=[C:24]([CH2:28][NH:31][CH3:30])[CH:23]=3)[CH2:13][NH:14][C:15](=[O:21])[O:16][C:17]([CH3:19])([CH3:18])[CH3:20])[CH2:11][CH2:10][CH2:9]2)=[CH:4][CH:3]=1, predict the reactants needed to synthesize it. The reactants are: [Cl:1][C:2]1[CH:7]=[CH:6][C:5]([C:8]2([CH:12]([C:22]3[CH:27]=[CH:26][CH:25]=[C:24]([CH:28]=O)[CH:23]=3)[CH2:13][NH:14][C:15](=[O:21])[O:16][C:17]([CH3:20])([CH3:19])[CH3:18])[CH2:11][CH2:10][CH2:9]2)=[CH:4][CH:3]=1.[CH3:30][NH2:31].C(O[BH-](OC(=O)C)OC(=O)C)(=O)C.[Na+]. (2) Given the product [NH2:14][C:12]([NH:11][C:4]1[CH:3]=[C:2]([Br:1])[S:6][C:5]=1[C:7]([O:9][CH3:10])=[O:8])=[O:13], predict the reactants needed to synthesize it. The reactants are: [Br:1][C:2]1[S:6][C:5]([C:7]([O:9][CH3:10])=[O:8])=[C:4]([NH:11][C:12]([NH:14]C(=O)C(Cl)(Cl)Cl)=[O:13])[CH:3]=1.N. (3) Given the product [N+:1]([C:4]1[C:5]([N:10]2[CH2:15][CH2:14][C:13](=[CH:16][C:17]#[C:18][C:19](=[O:21])[CH3:20])[CH2:12][CH2:11]2)=[N:6][CH:7]=[CH:8][CH:9]=1)([O-:3])=[O:2], predict the reactants needed to synthesize it. The reactants are: [N+:1]([C:4]1[C:5]([N:10]2[CH2:15][CH2:14][C:13](=[CH:16][C:17]#[CH:18])[CH2:12][CH2:11]2)=[N:6][CH:7]=[CH:8][CH:9]=1)([O-:3])=[O:2].[C:19](Cl)(=[O:21])[CH3:20].C(N(CC)CC)C.O. (4) Given the product [Cl:12][CH2:21][C:16]1[CH:15]=[C:14]([CH3:13])[CH:19]=[C:18]([CH3:20])[CH:17]=1, predict the reactants needed to synthesize it. The reactants are: C(N(CC)CC)C.CS([Cl:12])(=O)=O.[CH3:13][C:14]1[CH:15]=[C:16]([CH2:21]O)[CH:17]=[C:18]([CH3:20])[CH:19]=1.C([O-])(O)=O.[Na+]. (5) Given the product [CH3:50][N:51]([CH3:52])[CH2:13][CH2:14][CH2:15][NH:11][C:12](=[O:17])[NH:19][C:20]1[CH:21]=[C:22]([C:26]2[N:31]=[C:30]([C:32]3[CH:37]=[CH:36][CH:35]=[C:34]([CH2:38][OH:39])[CH:33]=3)[CH:29]=[C:28]([N:44]3[CH2:49][CH2:48][O:47][CH2:46][CH2:45]3)[N:27]=2)[CH:23]=[CH:24][CH:25]=1, predict the reactants needed to synthesize it. The reactants are: C(=O)(O[N:11]1[C:15](=O)[CH2:14][CH2:13][C:12]1=[O:17])O[N:11]1[C:15](=O)[CH2:14][CH2:13][C:12]1=[O:17].[NH2:19][C:20]1[CH:21]=[C:22]([C:26]2[N:31]=[C:30]([C:32]3[CH:37]=[CH:36][CH:35]=[C:34]([CH2:38][O:39]C(C)(C)C)[CH:33]=3)[CH:29]=[C:28]([N:44]3[CH2:49][CH2:48][O:47][CH2:46][CH2:45]3)[N:27]=2)[CH:23]=[CH:24][CH:25]=1.[CH3:50][N:51](C)[CH2:52]CCN.FC(F)(F)C(O)=O. (6) Given the product [C:1]([C:11]([NH:13][C@H:14]([C:18]([NH:20][CH:21]([CH:30]([OH:43])[CH2:31][O:32][C:33]1[C:34]([F:42])=[C:35]([F:41])[CH:36]=[C:37]([F:40])[C:38]=1[F:39])[CH2:22][C:23]([O:25][C:26]([CH3:29])([CH3:28])[CH3:27])=[O:24])=[O:19])[CH:15]([CH3:16])[CH3:17])=[O:12])([O:3][CH2:4][C:5]1[CH:6]=[CH:7][CH:8]=[CH:9][CH:10]=1)=[O:2], predict the reactants needed to synthesize it. The reactants are: [C:1]([C:11]([NH:13][C@H:14]([C:18]([NH:20][CH:21]([C:30](=[O:43])[CH2:31][O:32][C:33]1[C:38]([F:39])=[C:37]([F:40])[CH:36]=[C:35]([F:41])[C:34]=1[F:42])[CH2:22][C:23]([O:25][C:26]([CH3:29])([CH3:28])[CH3:27])=[O:24])=[O:19])[CH:15]([CH3:17])[CH3:16])=[O:12])([O:3][CH2:4][C:5]1[CH:10]=[CH:9][CH:8]=[CH:7][CH:6]=1)=[O:2].CO.C1COCC1.[BH4-].[Na+]. (7) Given the product [OH:8][CH2:9][C:10]([C:13]1[CH:31]=[CH:30][C:16]([C:17]([NH:19][C:20]2[N:21]=[C:22]3[CH:27]=[CH:26][C:25]([C:36]4[CH:35]=[N:34][N:33]([CH3:32])[CH:37]=4)=[CH:24][N:23]3[CH:29]=2)=[O:18])=[CH:15][CH:14]=1)([CH3:12])[CH3:11], predict the reactants needed to synthesize it. The reactants are: [Si]([O:8][CH2:9][C:10]([C:13]1[CH:31]=[CH:30][C:16]([C:17]([NH:19][C:20]2[N:21]=[C:22]3[CH:27]=[CH:26][C:25](I)=[CH:24][N:23]3[CH:29]=2)=[O:18])=[CH:15][CH:14]=1)([CH3:12])[CH3:11])(C(C)(C)C)(C)C.[CH3:32][N:33]1[CH:37]=[C:36](B2OC(C)(C)C(C)(C)O2)[CH:35]=[N:34]1.